This data is from CYP2C9 inhibition data for predicting drug metabolism from PubChem BioAssay. The task is: Regression/Classification. Given a drug SMILES string, predict its absorption, distribution, metabolism, or excretion properties. Task type varies by dataset: regression for continuous measurements (e.g., permeability, clearance, half-life) or binary classification for categorical outcomes (e.g., BBB penetration, CYP inhibition). Dataset: cyp2c9_veith. (1) The drug is O=C(O)c1ccccc1-c1ccccc1C(=O)Nc1ccc2c(c1)Cc1cc(F)ccc1-2. The result is 1 (inhibitor). (2) The molecule is CN(C)S(=O)(=O)c1nc(Cl)c2[nH]cnc2n1. The result is 0 (non-inhibitor). (3) The molecule is CCCc1cc(=O)oc2cc(OCC(=O)N3CCc4ccccc43)ccc12. The result is 0 (non-inhibitor).